This data is from Forward reaction prediction with 1.9M reactions from USPTO patents (1976-2016). The task is: Predict the product of the given reaction. (1) Given the reactants FC(F)(F)C(O)=O.[F:8][C:9]1([CH2:15][N:16]2[C:24](=[O:25])[C:23]3[C:18](=[CH:19][CH:20]=[CH:21][CH:22]=3)[C:17]2=[O:26])[CH2:14][CH2:13][NH:12][CH2:11][CH2:10]1.[Cl:27][C:28]1[C:29]([OH:37])=[C:30]([CH:33]=[C:34]([Cl:36])[CH:35]=1)[CH:31]=O.[BH-](OC(C)=O)(OC(C)=O)OC(C)=O.[Na+], predict the reaction product. The product is: [Cl:27][C:28]1[C:29]([OH:37])=[C:30]([CH:33]=[C:34]([Cl:36])[CH:35]=1)[CH2:31][N:12]1[CH2:13][CH2:14][C:9]([CH2:15][N:16]2[C:17](=[O:26])[C:18]3[C:23](=[CH:22][CH:21]=[CH:20][CH:19]=3)[C:24]2=[O:25])([F:8])[CH2:10][CH2:11]1. (2) Given the reactants [Br:1][C:2]1[CH:3]=[CH:4][C:5]2[S:9](=[O:11])(=[O:10])[NH:8][CH:7]([CH3:12])[C:6]=2[CH:13]=1.[CH3:14][C:15]([O:18][C:19]([NH:21][CH2:22][CH2:23]Br)=[O:20])([CH3:17])[CH3:16].C([O-])([O-])=O.[K+].[K+], predict the reaction product. The product is: [Br:1][C:2]1[CH:3]=[CH:4][C:5]2[S:9](=[O:10])(=[O:11])[N:8]([CH2:23][CH2:22][NH:21][C:19](=[O:20])[O:18][C:15]([CH3:17])([CH3:16])[CH3:14])[CH:7]([CH3:12])[C:6]=2[CH:13]=1. (3) Given the reactants O.C(O)(=O)C.[Cl:6][C:7]1[CH:12]=[C:11]([C:13]([F:16])([F:15])[F:14])[CH:10]=[C:9]([Cl:17])[C:8]=1[C:18]1[CH:19]=[CH:20][C:21]([N+:28]([O-])=O)=[C:22]([S:24][CH:25]([CH3:27])[CH3:26])[CH:23]=1.C(SC1C=C(C2C(C(F)(F)F)=NNC=2)C=CC=1C(OC)=O)CC, predict the reaction product. The product is: [Cl:6][C:7]1[CH:12]=[C:11]([C:13]([F:16])([F:14])[F:15])[CH:10]=[C:9]([Cl:17])[C:8]=1[C:18]1[CH:19]=[CH:20][C:21]([NH2:28])=[C:22]([S:24][CH:25]([CH3:27])[CH3:26])[CH:23]=1. (4) Given the reactants [Cl:1][C:2]1[CH:3]=[C:4]([CH:8]([OH:38])[C:9]2[CH:10]=[C:11]([CH:35]=[CH:36][CH:37]=2)[C:12]([NH:14][C@@H:15]([CH2:28][CH:29]2[CH2:34][CH2:33][CH2:32][CH2:31][CH2:30]2)[CH2:16][N:17]([CH3:27])C(=O)OCC[Si](C)(C)C)=[O:13])[CH:5]=[CH:6][CH:7]=1.[F:39][C:40]([F:48])([F:47])[C:41]([NH:43][CH2:44][CH2:45]O)=[O:42].O.C1(C)C=CC(S(O)(=O)=O)=CC=1, predict the reaction product. The product is: [Cl:1][C:2]1[CH:3]=[C:4]([CH:8]([O:38][CH2:45][CH2:44][NH:43][C:41](=[O:42])[C:40]([F:48])([F:47])[F:39])[C:9]2[CH:10]=[C:11]([CH:35]=[CH:36][CH:37]=2)[C:12]([NH:14][C@H:15]([CH2:16][NH:17][CH3:27])[CH2:28][CH:29]2[CH2:34][CH2:33][CH2:32][CH2:31][CH2:30]2)=[O:13])[CH:5]=[CH:6][CH:7]=1. (5) Given the reactants [CH3:1][C:2]1[C:6]2[CH:7]=[CH:8][CH:9]=[C:10]([CH3:11])[C:5]=2[O:4][N:3]=1.[N+:12]([O-])([OH:14])=[O:13], predict the reaction product. The product is: [CH3:1][C:2]1[C:6]2[CH:7]=[C:8]([N+:12]([O-:14])=[O:13])[CH:9]=[C:10]([CH3:11])[C:5]=2[O:4][N:3]=1. (6) Given the reactants Br[C:2]1[O:16][C:5]2[N:6]=[C:7]([S:14][CH3:15])[N:8]([CH2:11][C:12]#[N:13])[C:9](=[O:10])[C:4]=2[C:3]=1[C:17]1[CH:22]=[CH:21][CH:20]=[CH:19][CH:18]=1.CC1(C)C(C)(C)OB([C:31]2[CH:36]=[CH:35][C:34]([C:37]3([NH:41][C:42](=[O:48])[O:43][C:44]([CH3:47])([CH3:46])[CH3:45])[CH2:40][CH2:39][CH2:38]3)=[CH:33][CH:32]=2)O1.C([O-])([O-])=O.[K+].[K+], predict the reaction product. The product is: [C:12]([CH2:11][N:8]1[C:9](=[O:10])[C:4]2[C:3]([C:17]3[CH:22]=[CH:21][CH:20]=[CH:19][CH:18]=3)=[C:2]([C:31]3[CH:32]=[CH:33][C:34]([C:37]4([NH:41][C:42](=[O:48])[O:43][C:44]([CH3:46])([CH3:45])[CH3:47])[CH2:38][CH2:39][CH2:40]4)=[CH:35][CH:36]=3)[O:16][C:5]=2[N:6]=[C:7]1[S:14][CH3:15])#[N:13]. (7) Given the reactants C([O:8][C:9](=[O:25])[CH:10]([NH:17][C:18]([O:20][C:21]([CH3:24])([CH3:23])[CH3:22])=[O:19])[CH:11]([O:13][C:14](=[O:16])[CH3:15])[CH3:12])C1C=CC=CC=1, predict the reaction product. The product is: [C:14]([O:13][C@H:11]([CH3:12])[C@H:10]([NH:17][C:18]([O:20][C:21]([CH3:24])([CH3:23])[CH3:22])=[O:19])[C:9]([OH:25])=[O:8])(=[O:16])[CH3:15]. (8) The product is: [CH3:33][O:32][C:3]1[CH:4]=[C:5]([C:8]2[CH:13]=[CH:12][CH:11]=[C:10]([CH2:14][O:15][C:16]3[CH:21]=[CH:20][C:19]([C:22]4([CH2:26][C:27]([O:29][CH2:30][CH3:31])=[O:28])[CH2:25][O:24][CH2:23]4)=[CH:18][CH:17]=3)[CH:9]=2)[CH:6]=[CH:7][C:2]=1[O:1][CH2:45][CH2:46][CH2:47][S:48]([CH3:51])(=[O:50])=[O:49]. Given the reactants [OH:1][C:2]1[CH:7]=[CH:6][C:5]([C:8]2[CH:13]=[CH:12][CH:11]=[C:10]([CH2:14][O:15][C:16]3[CH:21]=[CH:20][C:19]([C:22]4([CH2:26][C:27]([O:29][CH2:30][CH3:31])=[O:28])[CH2:25][O:24][CH2:23]4)=[CH:18][CH:17]=3)[CH:9]=2)=[CH:4][C:3]=1[O:32][CH3:33].CC1C=CC(S(O[CH2:45][CH2:46][CH2:47][S:48]([CH3:51])(=[O:50])=[O:49])(=O)=O)=CC=1.C(=O)([O-])[O-].[Cs+].[Cs+], predict the reaction product. (9) Given the reactants [CH3:1][C:2]1[N:7]([CH2:8][C:9](O)=[O:10])[C:6](=[O:12])[C:5]([NH:13][S:14]([CH2:17][C:18]2[CH:23]=[CH:22][C:21]([C:24]([F:27])([F:26])[F:25])=[CH:20][CH:19]=2)(=[O:16])=[O:15])=[CH:4][CH:3]=1.Cl.Cl.[N:30]1[NH:31][CH:32]=[C:33]2[C:38]=1[CH2:37][CH2:36][CH:35]([CH2:39][NH2:40])[CH2:34]2, predict the reaction product. The product is: [CH3:1][C:2]1[N:7]([CH2:8][C:9]([NH:40][CH2:39][CH:35]2[CH2:36][CH2:37][C:38]3[C:33](=[CH:32][NH:31][N:30]=3)[CH2:34]2)=[O:10])[C:6](=[O:12])[C:5]([NH:13][S:14]([CH2:17][C:18]2[CH:19]=[CH:20][C:21]([C:24]([F:26])([F:25])[F:27])=[CH:22][CH:23]=2)(=[O:15])=[O:16])=[CH:4][CH:3]=1.